This data is from Forward reaction prediction with 1.9M reactions from USPTO patents (1976-2016). The task is: Predict the product of the given reaction. (1) Given the reactants [Cl:1][C:2]1[CH:3]=[C:4]([CH:42]=[CH:43][CH:44]=1)[CH2:5][N:6]1[C:14]2[C:9](=[CH:10][C:11]([O:15][CH2:16][CH2:17]OS(C3C=CC(C)=CC=3)(=O)=O)=[CH:12][CH:13]=2)[C:8]([S:29]([C:32]2[C:41]3[C:36](=CC=CC=3)[CH:35]=[CH:34][CH:33]=2)(=[O:31])=[O:30])=[N:7]1.[CH:45]([NH2:48])([CH3:47])[CH3:46], predict the reaction product. The product is: [Cl:1][C:2]1[CH:3]=[C:4]([CH:42]=[CH:43][CH:44]=1)[CH2:5][N:6]1[C:14]2[C:9](=[CH:10][C:11]([O:15][CH2:16][CH2:17][NH:48][CH:45]([CH3:47])[CH3:46])=[CH:12][CH:13]=2)[C:8]([S:29]([C:32]2[C:41]3[C:36](=[CH:3][CH:2]=[CH:44][CH:43]=3)[CH:35]=[CH:34][CH:33]=2)(=[O:30])=[O:31])=[N:7]1. (2) Given the reactants [CH3:1][C:2]1[O:6][C:5]([C:7]2[CH:12]=[CH:11][CH:10]=[CH:9][CH:8]=2)=[N:4][C:3]=1[CH2:13][O:14][C:15]1[CH:16]=[C:17]([CH:38]=[CH:39][CH:40]=1)[CH2:18][O:19][C:20]1[CH:24]=[C:23]([CH2:25][CH2:26][C:27]([O:29]CC)=[O:28])[N:22]([C:32]2[CH:37]=[CH:36][CH:35]=[CH:34][CH:33]=2)[N:21]=1.[OH-].[Na+].O1CCCC1.Cl, predict the reaction product. The product is: [CH3:1][C:2]1[O:6][C:5]([C:7]2[CH:8]=[CH:9][CH:10]=[CH:11][CH:12]=2)=[N:4][C:3]=1[CH2:13][O:14][C:15]1[CH:16]=[C:17]([CH:38]=[CH:39][CH:40]=1)[CH2:18][O:19][C:20]1[CH:24]=[C:23]([CH2:25][CH2:26][C:27]([OH:29])=[O:28])[N:22]([C:32]2[CH:33]=[CH:34][CH:35]=[CH:36][CH:37]=2)[N:21]=1. (3) The product is: [CH3:1][C:2]1[CH:3]=[C:4]([CH:7]=[CH:8][CH:9]=1)[CH:5]=[CH:11][C:10]([O:16][CH2:17][CH3:18])=[O:15]. Given the reactants [CH3:1][C:2]1[CH:3]=[C:4]([CH:7]=[CH:8][CH:9]=1)[CH:5]=O.[C:10]([O:16][CH2:17][CH3:18])(=[O:15])[CH2:11]C([O-])=O, predict the reaction product. (4) Given the reactants C(O[C:6](=[O:38])[NH:7][CH2:8][CH2:9][NH:10][C:11]([C:13]1[C:14]([OH:37])=[C:15]2[C:20](=[CH:21][N:22]=1)[N:19]([CH2:23][C:24]1[CH:29]=[CH:28][CH:27]=[CH:26][CH:25]=1)[C:18](=[O:30])[C:17]([C:31]1[CH:36]=[CH:35][CH:34]=[CH:33][CH:32]=1)=[CH:16]2)=[O:12])(C)(C)C.FC(F)(F)C(O)=O.[CH2:46]([N:48](CC)CC)[CH3:47].C(N=C=O)C.Cl, predict the reaction product. The product is: [CH2:46]([NH:48][C:6](=[O:38])[NH:7][CH2:8][CH2:9][NH:10][C:11]([C:13]1[C:14]([OH:37])=[C:15]2[C:20](=[CH:21][N:22]=1)[N:19]([CH2:23][C:24]1[CH:29]=[CH:28][CH:27]=[CH:26][CH:25]=1)[C:18](=[O:30])[C:17]([C:31]1[CH:36]=[CH:35][CH:34]=[CH:33][CH:32]=1)=[CH:16]2)=[O:12])[CH3:47]. (5) Given the reactants I[C:2]1[CH:10]2[CH:5]([N:6]=[CH:7][N:8]=[C:9]2[NH:11][CH3:12])[N:4]([CH2:13][CH2:14][C:15]([O:17][C:18]([CH3:21])([CH3:20])[CH3:19])=[O:16])[CH:3]=1.COC(O)C(O)OC.[OH:30][C:31]1[CH:32]=[C:33](B(O)O)[CH:34]=[CH:35][CH:36]=1.C(=O)([O-])[O-].[Na+].[Na+], predict the reaction product. The product is: [OH:30][C:31]1[CH:36]=[C:35]([C:2]2[CH:10]3[CH:5]([N:6]=[CH:7][N:8]=[C:9]3[NH:11][CH3:12])[N:4]([CH2:13][CH2:14][C:15]([O:17][C:18]([CH3:21])([CH3:20])[CH3:19])=[O:16])[CH:3]=2)[CH:34]=[CH:33][CH:32]=1. (6) Given the reactants [CH3:1][N:2]([C:9]([O:11][C:12]([CH3:15])([CH3:14])[CH3:13])=[O:10])[CH:3]1[CH:7]([CH3:8])[CH2:6][NH:5][CH2:4]1.[Cl:16][C:17]1[CH:18]=[CH:19][C:20]([CH2:23][O:24][C:25]2[CH:30]=[CH:29][N:28]([C:31]3[CH:32]=[N:33][C:34](F)=[CH:35][CH:36]=3)[C:27](=[O:38])[CH:26]=2)=[N:21][CH:22]=1.C([O-])([O-])=O.[K+].[K+], predict the reaction product. The product is: [Cl:16][C:17]1[CH:18]=[CH:19][C:20]([CH2:23][O:24][C:25]2[CH:30]=[CH:29][N:28]([C:31]3[CH:32]=[N:33][C:34]([N:5]4[CH2:6][CH:7]([CH3:8])[CH:3]([N:2]([C:9]([O:11][C:12]([CH3:14])([CH3:13])[CH3:15])=[O:10])[CH3:1])[CH2:4]4)=[CH:35][CH:36]=3)[C:27](=[O:38])[CH:26]=2)=[N:21][CH:22]=1. (7) Given the reactants C1(C(C2C=CC=CC=2)=[N:8][CH2:9][C:10]([O:12][CH3:13])=[O:11])C=CC=CC=1.FC(F)(F)S(O[CH2:26][CH2:27][C:28]([F:34])([F:33])[C:29]([F:32])([F:31])[F:30])(=O)=O.[ClH:37], predict the reaction product. The product is: [ClH:37].[F:33][C:28]([F:34])([C:29]([F:32])([F:31])[F:30])[CH2:27][CH2:26][C@@H:9]([C:10]([O:12][CH3:13])=[O:11])[NH2:8]. (8) Given the reactants [CH3:1][C:2]1([CH3:34])[S:7][CH2:6][CH2:5][N:4]([S:8]([C:11]2[CH:16]=[CH:15][C:14]([O:17][CH2:18][C:19]#[C:20][CH2:21][CH2:22][O:23][CH:24]3[CH2:29][CH2:28][CH2:27][CH2:26][O:25]3)=[CH:13][CH:12]=2)(=[O:10])=[O:9])[CH:3]1[C:30]([O:32]C)=[O:31].[OH-].[Na+].CO, predict the reaction product. The product is: [CH3:1][C:2]1([CH3:34])[S:7][CH2:6][CH2:5][N:4]([S:8]([C:11]2[CH:12]=[CH:13][C:14]([O:17][CH2:18][C:19]#[C:20][CH2:21][CH2:22][O:23][CH:24]3[CH2:29][CH2:28][CH2:27][CH2:26][O:25]3)=[CH:15][CH:16]=2)(=[O:10])=[O:9])[CH:3]1[C:30]([OH:32])=[O:31]. (9) Given the reactants [Cl:1][C:2]1[CH:3]=[CH:4][C:5]([C:29]#[N:30])=[C:6]([C:8]2[C:13]([O:14][CH:15]([F:17])[F:16])=[CH:12][N:11]([CH:18]([CH2:22][C:23]3[O:27][CH:26]=[N:25][CH:24]=3)[C:19]([OH:21])=O)[C:10](=[O:28])[CH:9]=2)[CH:7]=1.[N:31]1[CH:32]=[CH:33][N:34]2[CH:39]=[C:38]([NH2:40])[CH:37]=[CH:36][C:35]=12, predict the reaction product. The product is: [Cl:1][C:2]1[CH:3]=[CH:4][C:5]([C:29]#[N:30])=[C:6]([C:8]2[C:13]([O:14][CH:15]([F:16])[F:17])=[CH:12][N:11]([CH:18]([CH2:22][C:23]3[O:27][CH:26]=[N:25][CH:24]=3)[C:19]([NH:40][C:38]3[CH:37]=[CH:36][C:35]4[N:34]([CH:33]=[CH:32][N:31]=4)[CH:39]=3)=[O:21])[C:10](=[O:28])[CH:9]=2)[CH:7]=1.